Dataset: Full USPTO retrosynthesis dataset with 1.9M reactions from patents (1976-2016). Task: Predict the reactants needed to synthesize the given product. Given the product [NH2:1][C:4]1[CH:12]=[CH:11][CH:10]=[C:6]([C:7]([OH:9])=[O:8])[C:5]=1[C:13]([OH:15])=[O:14], predict the reactants needed to synthesize it. The reactants are: [N+:1]([C:4]1[CH:12]=[CH:11][CH:10]=[C:6]([C:7]([OH:9])=[O:8])[C:5]=1[C:13]([OH:15])=[O:14])([O-])=O.C(O)C.[H][H].